This data is from Forward reaction prediction with 1.9M reactions from USPTO patents (1976-2016). The task is: Predict the product of the given reaction. (1) The product is: [CH2:7]([NH:10][C:11](=[O:20])[O:12][CH2:13][C:14]1[CH:19]=[CH:18][CH:17]=[CH:16][CH:15]=1)[CH:8]=[CH2:9]. Given the reactants C([O-])([O-])=O.[K+].[K+].[CH2:7]([NH2:10])[CH:8]=[CH2:9].[C:11](Cl)(=[O:20])[O:12][CH2:13][C:14]1[CH:19]=[CH:18][CH:17]=[CH:16][CH:15]=1, predict the reaction product. (2) Given the reactants [CH2:1]([C:5]1[N:6]=[C:7]2[CH:22]=[CH:21][CH:20]=[CH:19][N:8]2[C:9](=[O:18])[C:10]=1[C:11]1[CH:16]=[CH:15][C:14]([OH:17])=[CH:13][CH:12]=1)[CH2:2][CH2:3][CH3:4].C(N(CC)CC)C.[F:30][C:31]([F:44])([F:43])[S:32](O[S:32]([C:31]([F:44])([F:43])[F:30])(=[O:34])=[O:33])(=[O:34])=[O:33], predict the reaction product. The product is: [F:30][C:31]([F:44])([F:43])[S:32]([O:17][C:14]1[CH:15]=[CH:16][C:11]([C:10]2[C:9](=[O:18])[N:8]3[CH:19]=[CH:20][CH:21]=[CH:22][C:7]3=[N:6][C:5]=2[CH2:1][CH2:2][CH2:3][CH3:4])=[CH:12][CH:13]=1)(=[O:34])=[O:33].